This data is from Full USPTO retrosynthesis dataset with 1.9M reactions from patents (1976-2016). The task is: Predict the reactants needed to synthesize the given product. (1) Given the product [CH:17]1([CH2:16][C@H:12]([N:11]2[CH2:9][C:1]3[C:2](=[CH:3][CH:4]=[CH:5][CH:6]=3)[C:7]2=[O:8])[C:13]([OH:15])=[O:14])[CH2:18][CH2:19][CH2:20][CH2:21]1, predict the reactants needed to synthesize it. The reactants are: [C:1]1([CH:9]=O)[C:2]([CH:7]=[O:8])=[CH:3][CH:4]=[CH:5][CH:6]=1.[NH2:11][C@@H:12]([CH2:16][CH:17]1[CH2:21][CH2:20][CH2:19][CH2:18]1)[C:13]([OH:15])=[O:14]. (2) Given the product [CH2:1]([N:4]([C:18]([O:20][CH2:21][C:22]1[CH:27]=[CH:26][CH:25]=[CH:24][CH:23]=1)=[O:19])[C:5]1[CH:10]=[CH:9][CH:8]=[CH:7][CH:6]=1)[CH:2]=[CH2:3], predict the reactants needed to synthesize it. The reactants are: [CH2:1]([NH:4][C:5]1[CH:10]=[CH:9][CH:8]=[CH:7][CH:6]=1)[CH:2]=[CH2:3].N1C=CC=CC=1.Cl[C:18]([O:20][CH2:21][C:22]1[CH:27]=[CH:26][CH:25]=[CH:24][CH:23]=1)=[O:19].Cl. (3) Given the product [CH2:1]([O:8][C:9]1[C:10]([C:26]([NH:36][CH2:35][C:34]2[CH:37]=[CH:38][C:31]([F:30])=[CH:32][C:33]=2[C:39]([NH:41][CH3:42])=[O:40])=[O:28])=[N:11][N:12]2[CH:17]([C:18]3[CH:23]=[CH:22][CH:21]=[CH:20][CH:19]=3)[CH2:16][N:15]([CH3:24])[C:14](=[O:25])[C:13]=12)[C:2]1[CH:7]=[CH:6][CH:5]=[CH:4][CH:3]=1, predict the reactants needed to synthesize it. The reactants are: [CH2:1]([O:8][C:9]1[C:10]([C:26]([OH:28])=O)=[N:11][N:12]2[CH:17]([C:18]3[CH:23]=[CH:22][CH:21]=[CH:20][CH:19]=3)[CH2:16][N:15]([CH3:24])[C:14](=[O:25])[C:13]=12)[C:2]1[CH:7]=[CH:6][CH:5]=[CH:4][CH:3]=1.Cl.[F:30][C:31]1[CH:38]=[CH:37][C:34]([CH2:35][NH2:36])=[C:33]([C:39]([NH:41][CH3:42])=[O:40])[CH:32]=1. (4) Given the product [NH2:18][C:2]1[C:3]2[C:10]([C:11]3[CH:16]=[CH:15][C:14]([CH3:17])=[CH:13][CH:12]=3)=[CH:9][NH:8][C:4]=2[N:5]=[CH:6][N:7]=1, predict the reactants needed to synthesize it. The reactants are: Cl[C:2]1[C:3]2[C:10]([C:11]3[CH:16]=[CH:15][C:14]([CH3:17])=[CH:13][CH:12]=3)=[CH:9][NH:8][C:4]=2[N:5]=[CH:6][N:7]=1.[NH3:18].